This data is from Full USPTO retrosynthesis dataset with 1.9M reactions from patents (1976-2016). The task is: Predict the reactants needed to synthesize the given product. (1) The reactants are: [C:1]([O:5][C:6](=[O:25])[NH:7][C@H:8]1[CH2:13][CH2:12][C@@H:11]([N:14]2[C:18]3[N:19]=[CH:20][N:21]=[C:22](Cl)[C:17]=3[C:16]([I:24])=[CH:15]2)[CH2:10][CH2:9]1)([CH3:4])([CH3:3])[CH3:2].[OH-].[NH4+:27]. Given the product [C:1]([O:5][C:6](=[O:25])[NH:7][C@H:8]1[CH2:13][CH2:12][C@@H:11]([N:14]2[C:18]3[N:19]=[CH:20][N:21]=[C:22]([NH2:27])[C:17]=3[C:16]([I:24])=[CH:15]2)[CH2:10][CH2:9]1)([CH3:4])([CH3:3])[CH3:2], predict the reactants needed to synthesize it. (2) Given the product [CH2:29]([O:28][C:26]([N:14]1[C@H:15]([CH2:16][OH:17])[C@@H:10]2[C@H:9]([OH:8])[C@H:13]1[C@H:12]([O:18][CH3:19])[O:11]2)=[O:27])[C:30]1[CH:35]=[CH:34][CH:33]=[CH:32][CH:31]=1, predict the reactants needed to synthesize it. The reactants are: C([O:8][C@@H:9]1[C@@H:13]2[NH:14][C@H:15]([CH2:16][OH:17])[C@H:10]1[O:11][C@@H:12]2[O:18][CH3:19])C1C=CC=CC=1.C(=O)([O-])O.[Na+].Cl[C:26]([O:28][CH2:29][C:30]1[CH:35]=[CH:34][CH:33]=[CH:32][CH:31]=1)=[O:27].O. (3) Given the product [ClH:46].[O:37]=[C:11]([N:12]1[C:20]2[C:15](=[CH:16][C:17]([O:21][CH2:22][C:23]3[CH:28]=[CH:27][C:26]([CH2:29][CH:30]([CH3:32])[CH3:31])=[CH:25][C:24]=3[C:33]([F:36])([F:34])[F:35])=[CH:18][CH:19]=2)[CH2:14][CH2:13]1)[CH2:10][NH:9][CH2:8][CH2:7][C:6]([OH:45])=[O:5], predict the reactants needed to synthesize it. The reactants are: C([O:5][C:6](=[O:45])[CH2:7][CH2:8][N:9](C(OC(C)(C)C)=O)[CH2:10][C:11](=[O:37])[N:12]1[C:20]2[C:15](=[CH:16][C:17]([O:21][CH2:22][C:23]3[CH:28]=[CH:27][C:26]([CH2:29][CH:30]([CH3:32])[CH3:31])=[CH:25][C:24]=3[C:33]([F:36])([F:35])[F:34])=[CH:18][CH:19]=2)[CH2:14][CH2:13]1)(C)(C)C.[ClH:46].O1CCOCC1.